This data is from Catalyst prediction with 721,799 reactions and 888 catalyst types from USPTO. The task is: Predict which catalyst facilitates the given reaction. Reactant: Cl.[NH:2]=[C:3]1[CH2:8][CH2:7][CH2:6][CH2:5][NH:4]1.[CH2:9]([O:16][CH:17]([C:22](=O)[C:23]([O:25][CH3:26])=[O:24])[C:18](OC)=[O:19])[C:10]1[CH:15]=[CH:14][CH:13]=[CH:12][CH:11]=1.C1CCN2C(=NCCC2)CC1.CCOC(C)=O. Product: [CH2:9]([O:16][C:17]1[C:18](=[O:19])[N:4]2[CH2:5][CH2:6][CH2:7][CH2:8][C:3]2=[N:2][C:22]=1[C:23]([O:25][CH3:26])=[O:24])[C:10]1[CH:15]=[CH:14][CH:13]=[CH:12][CH:11]=1. The catalyst class is: 5.